From a dataset of NCI-60 drug combinations with 297,098 pairs across 59 cell lines. Regression. Given two drug SMILES strings and cell line genomic features, predict the synergy score measuring deviation from expected non-interaction effect. (1) Drug 2: C(CCl)NC(=O)N(CCCl)N=O. Synergy scores: CSS=19.2, Synergy_ZIP=4.30, Synergy_Bliss=2.98, Synergy_Loewe=-3.09, Synergy_HSA=1.51. Cell line: SNB-75. Drug 1: C1=CC(=CC=C1CCCC(=O)O)N(CCCl)CCCl. (2) Drug 1: C1=NNC2=C1C(=O)NC=N2. Drug 2: C1CC(=O)NC(=O)C1N2C(=O)C3=CC=CC=C3C2=O. Cell line: MDA-MB-435. Synergy scores: CSS=11.6, Synergy_ZIP=-1.78, Synergy_Bliss=-1.01, Synergy_Loewe=-1.65, Synergy_HSA=-2.21. (3) Drug 1: CC(CN1CC(=O)NC(=O)C1)N2CC(=O)NC(=O)C2. Drug 2: COC1=C2C(=CC3=C1OC=C3)C=CC(=O)O2. Cell line: SK-MEL-2. Synergy scores: CSS=26.5, Synergy_ZIP=-6.45, Synergy_Bliss=0.0592, Synergy_Loewe=-0.958, Synergy_HSA=-0.346. (4) Drug 1: CC1=C2C(C(=O)C3(C(CC4C(C3C(C(C2(C)C)(CC1OC(=O)C(C(C5=CC=CC=C5)NC(=O)OC(C)(C)C)O)O)OC(=O)C6=CC=CC=C6)(CO4)OC(=O)C)O)C)O. Drug 2: N.N.Cl[Pt+2]Cl. Cell line: T-47D. Synergy scores: CSS=21.5, Synergy_ZIP=-8.58, Synergy_Bliss=-5.15, Synergy_Loewe=-6.28, Synergy_HSA=-2.68. (5) Cell line: CCRF-CEM. Synergy scores: CSS=17.9, Synergy_ZIP=1.57, Synergy_Bliss=-0.558, Synergy_Loewe=-0.949, Synergy_HSA=-0.807. Drug 1: CN(C)N=NC1=C(NC=N1)C(=O)N. Drug 2: CC1C(C(CC(O1)OC2CC(OC(C2O)C)OC3=CC4=CC5=C(C(=O)C(C(C5)C(C(=O)C(C(C)O)O)OC)OC6CC(C(C(O6)C)O)OC7CC(C(C(O7)C)O)OC8CC(C(C(O8)C)O)(C)O)C(=C4C(=C3C)O)O)O)O. (6) Drug 1: CCN(CC)CCCC(C)NC1=C2C=C(C=CC2=NC3=C1C=CC(=C3)Cl)OC. Drug 2: CN(C(=O)NC(C=O)C(C(C(CO)O)O)O)N=O. Cell line: SK-MEL-5. Synergy scores: CSS=4.57, Synergy_ZIP=-2.26, Synergy_Bliss=-0.214, Synergy_Loewe=-4.43, Synergy_HSA=-1.04. (7) Cell line: SK-MEL-5. Drug 1: CC1C(C(CC(O1)OC2CC(OC(C2O)C)OC3=CC4=CC5=C(C(=O)C(C(C5)C(C(=O)C(C(C)O)O)OC)OC6CC(C(C(O6)C)O)OC7CC(C(C(O7)C)O)OC8CC(C(C(O8)C)O)(C)O)C(=C4C(=C3C)O)O)O)O. Drug 2: CC1CCCC2(C(O2)CC(NC(=O)CC(C(C(=O)C(C1O)C)(C)C)O)C(=CC3=CSC(=N3)C)C)C. Synergy scores: CSS=73.6, Synergy_ZIP=4.91, Synergy_Bliss=4.67, Synergy_Loewe=2.79, Synergy_HSA=4.13. (8) Drug 1: CC=C1C(=O)NC(C(=O)OC2CC(=O)NC(C(=O)NC(CSSCCC=C2)C(=O)N1)C(C)C)C(C)C. Drug 2: CC(C)(C#N)C1=CC(=CC(=C1)CN2C=NC=N2)C(C)(C)C#N. Cell line: SF-295. Synergy scores: CSS=20.6, Synergy_ZIP=-3.65, Synergy_Bliss=2.26, Synergy_Loewe=-17.7, Synergy_HSA=-0.492.